Predict the product of the given reaction. From a dataset of Forward reaction prediction with 1.9M reactions from USPTO patents (1976-2016). (1) Given the reactants [CH3:1][C:2]1[CH:7]=[CH:6][C:5]([C:8]2[N:9]([C:18]3[CH:23]=[CH:22][C:21]([S:24]([CH3:27])(=[O:26])=[O:25])=[CH:20][CH:19]=3)[CH2:10][C:11](O)([C:13]([F:16])([F:15])[F:14])[N:12]=2)=[CH:4][N:3]=1.O.C1(C)C=CC(S(O)(=O)=O)=CC=1, predict the reaction product. The product is: [CH3:1][C:2]1[CH:7]=[CH:6][C:5]([C:8]2[N:9]([C:18]3[CH:23]=[CH:22][C:21]([S:24]([CH3:27])(=[O:26])=[O:25])=[CH:20][CH:19]=3)[CH:10]=[C:11]([C:13]([F:15])([F:16])[F:14])[N:12]=2)=[CH:4][N:3]=1. (2) The product is: [F:1][C:2]1[CH:10]=[C:9]2[C:5]([CH:6]=[CH:7][N:8]2[S:11]([C:14]2[CH:19]=[CH:18][C:17]([O:20][CH2:21][C:22]([F:26])([F:27])[CH:23]([F:24])[F:25])=[C:16]([N:28]3[CH2:29][CH2:30][N:31]([CH3:34])[CH2:32][CH2:33]3)[CH:15]=2)(=[O:12])=[O:13])=[CH:4][CH:3]=1. Given the reactants [F:1][C:2]1[CH:10]=[C:9]2[C:5]([CH:6]=[CH:7][N:8]2[S:11]([C:14]2[CH:19]=[CH:18][C:17]([O:20][CH2:21][C:22]([F:27])([F:26])[CH:23]([F:25])[F:24])=[C:16]([N:28]3[CH2:33][CH2:32][NH:31][CH2:30][CH2:29]3)[CH:15]=2)(=[O:13])=[O:12])=[CH:4][CH:3]=1.[C:34]([BH3-])#N.[Na+].C=O, predict the reaction product. (3) Given the reactants [C:1]([O:5][C:6]([C:8]1[C:13]([C:14]2[O:15][CH2:16][CH:17]([C:19]3[CH:24]=[CH:23][CH:22]=[CH:21][CH:20]=3)[N:18]=2)=[N:12][C:11]([C:25]2[CH:30]=[CH:29][C:28]([Cl:31])=[CH:27][CH:26]=2)=[C:10]([C:32]2[CH:37]=[CH:36][C:35]([Cl:38])=[CH:34][CH:33]=2)[N:9]=1)=[O:7])([CH3:4])([CH3:3])[CH3:2].C(C1C(=O)C(Cl)=C(Cl)C(=O)C=1C#N)#N.C(OCC)(=O)C, predict the reaction product. The product is: [C:1]([O:5][C:6]([C:8]1[C:13]([C:14]2[O:15][CH:16]=[C:17]([C:19]3[CH:20]=[CH:21][CH:22]=[CH:23][CH:24]=3)[N:18]=2)=[N:12][C:11]([C:25]2[CH:30]=[CH:29][C:28]([Cl:31])=[CH:27][CH:26]=2)=[C:10]([C:32]2[CH:37]=[CH:36][C:35]([Cl:38])=[CH:34][CH:33]=2)[N:9]=1)=[O:7])([CH3:4])([CH3:2])[CH3:3]. (4) Given the reactants [CH3:1][O:2][CH2:3][CH2:4][O:5][C:6]1[CH:7]=[C:8]2[C:12](=[C:13]([N:15]([CH3:25])[S:16]([C:19]3[CH:24]=[CH:23][CH:22]=[CH:21][N:20]=3)(=[O:18])=[O:17])[CH:14]=1)[NH:11][C:10]([C:26]1[S:27][CH:28]([CH2:31][C:32]([O:34]CC)=[O:33])[CH2:29][N:30]=1)=[CH:9]2.[OH-].[Na+].O1CCCC1.Cl, predict the reaction product. The product is: [CH3:1][O:2][CH2:3][CH2:4][O:5][C:6]1[CH:7]=[C:8]2[C:12](=[C:13]([N:15]([CH3:25])[S:16]([C:19]3[CH:24]=[CH:23][CH:22]=[CH:21][N:20]=3)(=[O:18])=[O:17])[CH:14]=1)[NH:11][C:10]([C:26]1[S:27][CH:28]([CH2:31][C:32]([OH:34])=[O:33])[CH2:29][N:30]=1)=[CH:9]2. (5) Given the reactants Br[C:2]1[CH:7]=[C:6]([Cl:8])[CH:5]=[CH:4][C:3]=1[C:9]([N:11]1[CH2:16][CH2:15][N:14]([C:17]2[C:22]([CH3:23])=[CH:21][C:20]([CH:24]3[CH2:26][CH2:25]3)=[CH:19][N:18]=2)[CH2:13][CH2:12]1)=[O:10].[C:27]([N:30]1[CH2:34][CH2:33][NH:32][C:31]1=[O:35])(=[O:29])[CH3:28], predict the reaction product. The product is: [C:27]([N:30]1[CH2:34][CH2:33][N:32]([C:2]2[CH:7]=[C:6]([Cl:8])[CH:5]=[CH:4][C:3]=2[C:9]([N:11]2[CH2:16][CH2:15][N:14]([C:17]3[C:22]([CH3:23])=[CH:21][C:20]([CH:24]4[CH2:26][CH2:25]4)=[CH:19][N:18]=3)[CH2:13][CH2:12]2)=[O:10])[C:31]1=[O:35])(=[O:29])[CH3:28].